From a dataset of Catalyst prediction with 721,799 reactions and 888 catalyst types from USPTO. Predict which catalyst facilitates the given reaction. (1) Reactant: [NH2:1][C@@H:2]1[CH2:7][O:6][C:5]([CH3:9])([CH3:8])[CH2:4][C@H:3]1[OH:10].C(N(CC)CC)C.O=C1CCC(=O)N1[C:25]([O:27][CH2:28][CH2:29][Si:30]([CH3:33])([CH3:32])[CH3:31])=[O:26]. Product: [OH:10][C@@H:3]1[CH2:4][C:5]([CH3:9])([CH3:8])[O:6][CH2:7][C@H:2]1[NH:1][C:25](=[O:26])[O:27][CH2:28][CH2:29][Si:30]([CH3:33])([CH3:32])[CH3:31]. The catalyst class is: 708. (2) Reactant: O=[C:2]1[CH2:7][CH2:6][N:5]([C:8]([O:10][CH2:11][C:12]2[CH:17]=[CH:16][CH:15]=[CH:14][CH:13]=2)=[O:9])[CH2:4][CH2:3]1.Cl.C[O:20][C:21]1(OC)[CH2:26][CH2:25][NH:24][CH2:23][CH2:22]1.C(N(CC)CC)C.C(O[BH-](OC(=O)C)OC(=O)C)(=O)C.[Na+].C(O)(=O)C.[OH-].[Na+]. Product: [O:20]=[C:21]1[CH2:26][CH2:25][N:24]([CH:2]2[CH2:7][CH2:6][N:5]([C:8]([O:10][CH2:11][C:12]3[CH:17]=[CH:16][CH:15]=[CH:14][CH:13]=3)=[O:9])[CH2:4][CH2:3]2)[CH2:23][CH2:22]1. The catalyst class is: 26. (3) The catalyst class is: 9. Reactant: [H-].[Na+].[C:3]([O:11][CH2:12][CH3:13])(=[O:10])[CH2:4][C:5]([O:7][CH2:8][CH3:9])=[O:6].Br[CH2:15][CH:16]([CH2:47]Br)[CH2:17][C:18]1[CH:19]=[C:20]2[C:26]3([CH2:30][CH2:29][N:28]([C:31]([O:33][C:34]([CH3:37])([CH3:36])[CH3:35])=[O:32])[CH2:27]3)[CH2:25][N:24]([C:38]([O:40][CH2:41][CH2:42][Si:43]([CH3:46])([CH3:45])[CH3:44])=[O:39])[C:21]2=[CH:22][CH:23]=1.O. Product: [CH2:12]([O:11][C:3]([C:4]1([C:5]([O:7][CH2:8][CH3:9])=[O:6])[CH2:15][CH:16]([CH2:17][C:18]2[CH:19]=[C:20]3[C:26]4([CH2:30][CH2:29][N:28]([C:31]([O:33][C:34]([CH3:37])([CH3:36])[CH3:35])=[O:32])[CH2:27]4)[CH2:25][N:24]([C:38]([O:40][CH2:41][CH2:42][Si:43]([CH3:45])([CH3:46])[CH3:44])=[O:39])[C:21]3=[CH:22][CH:23]=2)[CH2:47]1)=[O:10])[CH3:13]. (4) Reactant: C[O:2][C:3](=[O:32])[C@H:4]([O:6][C:7]1[CH:16]=[CH:15][C:14]([F:17])=[C:13]2[C:8]=1[C:9]([CH3:31])=[C:10]([CH2:22][C:23]1[CH:28]=[CH:27][C:26]([Cl:29])=[CH:25][C:24]=1[Cl:30])[C:11]([O:18][CH:19]([F:21])[F:20])=[N:12]2)[CH3:5].CO.[OH-].[Li+].C(O)(=O)C. Product: [Cl:30][C:24]1[CH:25]=[C:26]([Cl:29])[CH:27]=[CH:28][C:23]=1[CH2:22][C:10]1[C:11]([O:18][CH:19]([F:20])[F:21])=[N:12][C:13]2[C:8]([C:9]=1[CH3:31])=[C:7]([O:6][C@H:4]([CH3:5])[C:3]([OH:32])=[O:2])[CH:16]=[CH:15][C:14]=2[F:17]. The catalyst class is: 6. (5) Reactant: [NH:1]1[C@@H:9]2[C@H:4]([CH2:5][CH2:6][CH2:7][CH2:8]2)[CH2:3][C@H:2]1[C:10]([OH:12])=[O:11].C(N(CC)CC)C.[CH3:20][CH2:21][O:22][C:23]([CH:25]([N:34]1C(=O)O[C:36](=[O:37])[CH:35]1[CH3:41])[CH2:26][CH2:27][C:28]1[CH:33]=[CH:32][CH:31]=[CH:30][CH:29]=1)=[O:24].Cl. Product: [CH3:20][CH2:21][O:22][C:23]([C@@H:25]([NH:34][C@H:35]([C:36]([N:1]1[C@H:2]([C:10]([OH:12])=[O:11])[CH2:3][C@@H:4]2[C@@H:9]1[CH2:8][CH2:7][CH2:6][CH2:5]2)=[O:37])[CH3:41])[CH2:26][CH2:27][C:28]1[CH:29]=[CH:30][CH:31]=[CH:32][CH:33]=1)=[O:24]. The catalyst class is: 46. (6) Reactant: [Cl:1][C:2]1[CH:3]=[CH:4][C:5]([OH:10])=[C:6]([CH:9]=1)[CH:7]=[O:8].C([O-])([O-])=O.[K+].[K+].Br[CH2:18][CH2:19][CH:20]1[CH2:25][CH2:24][O:23][CH2:22][CH2:21]1.O. Product: [Cl:1][C:2]1[CH:3]=[CH:4][C:5]([O:10][CH2:18][CH2:19][CH:20]2[CH2:25][CH2:24][O:23][CH2:22][CH2:21]2)=[C:6]([CH:9]=1)[CH:7]=[O:8]. The catalyst class is: 3.